Dataset: Forward reaction prediction with 1.9M reactions from USPTO patents (1976-2016). Task: Predict the product of the given reaction. Given the reactants Cl[CH2:2][CH2:3][CH2:4][O:5][C:6]1[CH:7]=[C:8]2[CH:14]=[C:13]([C:15]([N:17]3[CH2:22][CH2:21][C:20]([F:24])([F:23])[CH2:19][CH2:18]3)=[O:16])[NH:12][C:9]2=[N:10][CH:11]=1.Cl.[CH3:26][C@H:27]1[CH2:31][CH2:30][CH2:29][NH:28]1.C(=O)([O-])[O-].[K+].[K+], predict the reaction product. The product is: [F:23][C:20]1([F:24])[CH2:21][CH2:22][N:17]([C:15]([C:13]2[NH:12][C:9]3=[N:10][CH:11]=[C:6]([O:5][CH2:4][CH2:3][CH2:2][N:28]4[CH2:29][CH2:30][CH2:31][C@@H:27]4[CH3:26])[CH:7]=[C:8]3[CH:14]=2)=[O:16])[CH2:18][CH2:19]1.